Dataset: Full USPTO retrosynthesis dataset with 1.9M reactions from patents (1976-2016). Task: Predict the reactants needed to synthesize the given product. (1) Given the product [Cl:10][C:11]1[CH:12]=[C:13]([CH:28]=[CH:29][C:30]=1[Cl:31])[CH2:14][N:15]([CH3:27])[C:16]([C:17]1[CH2:8][N:5]([CH2:4][CH:3]([O:6][CH3:7])[O:2][CH3:1])[C:22](=[O:23])[C:18]=1[OH:19])=[O:26], predict the reactants needed to synthesize it. The reactants are: [CH3:1][O:2][CH:3]([O:6][CH3:7])[CH2:4][NH2:5].[CH2:8]=O.[Cl:10][C:11]1[CH:12]=[C:13]([CH:28]=[CH:29][C:30]=1[Cl:31])[CH2:14][N:15]([CH3:27])[C:16](=[O:26])[CH:17]=[C:18]1[C:22](=[O:23])OC(C)(C)[O:19]1. (2) The reactants are: [NH2:1][C:2]1[CH:24]=[CH:23][CH:22]=[CH:21][C:3]=1[NH:4][C:5]1[CH:6]=[CH:7][C:8]2[C:14](=[O:15])[C:13]3[CH:16]=[CH:17][CH:18]=[CH:19][C:12]=3[CH2:11][O:10][C:9]=2[CH:20]=1.Cl[C:26]([O:28][CH2:29][CH3:30])=[O:27]. Given the product [O:15]=[C:14]1[C:13]2[CH:16]=[CH:17][CH:18]=[CH:19][C:12]=2[CH2:11][O:10][C:9]2[CH:20]=[C:5]([NH:4][C:3]3[CH:21]=[CH:22][CH:23]=[CH:24][C:2]=3[NH:1][C:26](=[O:27])[O:28][CH2:29][CH3:30])[CH:6]=[CH:7][C:8]1=2, predict the reactants needed to synthesize it. (3) Given the product [NH2:20][C:10]1[S:11][C:12]([C:14]2[CH:19]=[CH:18][CH:17]=[CH:16][CH:15]=2)=[CH:13][C:9]=1[C:1]([C:2]1[CH:7]=[CH:6][CH:5]=[CH:4][CH:3]=1)=[O:8], predict the reactants needed to synthesize it. The reactants are: [C:1]([C:9]1[CH:13]=[C:12]([C:14]2[CH:19]=[CH:18][CH:17]=[CH:16][CH:15]=2)[S:11][C:10]=1[NH:20]C(=O)C)(=[O:8])[C:2]1[CH:7]=[CH:6][CH:5]=[CH:4][CH:3]=1.[OH-].[Na+].[NH4+].[Cl-]. (4) Given the product [C:5]1([CH2:4][C@H:3]([NH:11][C:12](=[O:21])[O:13][CH2:14][C:15]2[CH:20]=[CH:19][CH:18]=[CH:17][CH:16]=2)[C:2]#[CH:22])[CH:10]=[CH:9][CH:8]=[CH:7][CH:6]=1, predict the reactants needed to synthesize it. The reactants are: O=[CH:2][C@@H:3]([NH:11][C:12](=[O:21])[O:13][CH2:14][C:15]1[CH:20]=[CH:19][CH:18]=[CH:17][CH:16]=1)[CH2:4][C:5]1[CH:10]=[CH:9][CH:8]=[CH:7][CH:6]=1.[C:22]([O-])([O-])=O.[K+].[K+].[N+](=C(P(=O)(OC)OC)C(=O)C)=[N-].